Dataset: Full USPTO retrosynthesis dataset with 1.9M reactions from patents (1976-2016). Task: Predict the reactants needed to synthesize the given product. (1) Given the product [Si:1]([O:8][C@@H:9]([CH2:10][C@@H:11]([O:16][Si:18]([C:21]([CH3:24])([CH3:23])[CH3:22])([CH3:20])[CH3:19])[C@H:12]([CH3:15])[CH:13]=[CH2:14])[CH3:17])([C:4]([CH3:7])([CH3:6])[CH3:5])([CH3:3])[CH3:2], predict the reactants needed to synthesize it. The reactants are: [Si:1]([O:8][C@H:9]([CH3:17])[CH2:10][C@@H:11]([OH:16])[C@H:12]([CH3:15])[CH:13]=[CH2:14])([C:4]([CH3:7])([CH3:6])[CH3:5])([CH3:3])[CH3:2].[Si:18](Cl)([C:21]([CH3:24])([CH3:23])[CH3:22])([CH3:20])[CH3:19].N1C=CN=C1.O. (2) Given the product [CH3:1][CH:2]1[CH2:6][CH2:5][CH2:4][N:3]1[C:7]1[N:12]=[C:11]([NH:13][C:14]2[C:15]3[N:16]([N:30]=[CH:31][N:32]=3)[CH:17]=[C:18]([C:20]3[CH:29]=[CH:28][C:23]([C:24]([OH:26])=[O:25])=[CH:22][CH:21]=3)[CH:19]=2)[CH:10]=[CH:9][CH:8]=1, predict the reactants needed to synthesize it. The reactants are: [CH3:1][CH:2]1[CH2:6][CH2:5][CH2:4][N:3]1[C:7]1[N:12]=[C:11]([NH:13][C:14]2[C:15]3[N:16]([N:30]=[CH:31][N:32]=3)[CH:17]=[C:18]([C:20]3[CH:29]=[CH:28][C:23]([C:24]([O:26]C)=[O:25])=[CH:22][CH:21]=3)[CH:19]=2)[CH:10]=[CH:9][CH:8]=1.[OH-].[Na+].Cl. (3) The reactants are: [C:7](O[C:7](=[O:11])[CH:8]([CH3:10])[CH3:9])(=[O:11])[CH:8]([CH3:10])[CH3:9].[NH:12]1[CH2:17][CH2:16][CH:15]([NH:18][C:19]([NH:21][C:22]2[CH:27]=[CH:26][C:25]([O:28][C:29]([F:32])([F:31])[F:30])=[CH:24][CH:23]=2)=[O:20])[CH2:14][CH2:13]1.CCN(CC)CC.CO.O. Given the product [C:7]([N:12]1[CH2:17][CH2:16][CH:15]([NH:18][C:19]([NH:21][C:22]2[CH:27]=[CH:26][C:25]([O:28][C:29]([F:30])([F:31])[F:32])=[CH:24][CH:23]=2)=[O:20])[CH2:14][CH2:13]1)(=[O:11])[CH:8]([CH3:9])[CH3:10], predict the reactants needed to synthesize it.